This data is from NCI-60 drug combinations with 297,098 pairs across 59 cell lines. The task is: Regression. Given two drug SMILES strings and cell line genomic features, predict the synergy score measuring deviation from expected non-interaction effect. Drug 2: CC1C(C(CC(O1)OC2CC(CC3=C2C(=C4C(=C3O)C(=O)C5=C(C4=O)C(=CC=C5)OC)O)(C(=O)CO)O)N)O.Cl. Synergy scores: CSS=33.2, Synergy_ZIP=-4.88, Synergy_Bliss=-8.51, Synergy_Loewe=-28.2, Synergy_HSA=-6.30. Drug 1: C1CN(CCN1C(=O)CCBr)C(=O)CCBr. Cell line: RPMI-8226.